Predict the reactants needed to synthesize the given product. From a dataset of Retrosynthesis with 50K atom-mapped reactions and 10 reaction types from USPTO. Given the product CC(=O)O, predict the reactants needed to synthesize it. The reactants are: O=C(NCc1ccccn1)c1cc(OCC(F)(F)F)ccc1OCC(F)(F)F.